Dataset: Full USPTO retrosynthesis dataset with 1.9M reactions from patents (1976-2016). Task: Predict the reactants needed to synthesize the given product. (1) Given the product [CH3:20][O:19][C:16]1[CH:17]=[CH:18][C:13]([C:3]2[C:4]([CH3:12])=[C:5]([C:6]([O:8][CH2:9][CH3:10])=[O:7])[O:11][N:2]=2)=[CH:14][CH:15]=1, predict the reactants needed to synthesize it. The reactants are: O[N:2]=[C:3]([C:13]1[CH:18]=[CH:17][C:16]([O:19][CH3:20])=[CH:15][CH:14]=1)[CH:4]([CH3:12])[C:5](=[O:11])[C:6]([O:8][CH2:9][CH3:10])=[O:7].S(=O)(=O)(O)O.C(=O)(O)[O-].[Na+]. (2) Given the product [CH2:22]([NH:29][C:2]1[N:11]=[C:10]([N:12]([C:14]2[CH:19]=[CH:18][C:17]([O:20][CH3:21])=[CH:16][CH:15]=2)[CH3:13])[C:9]2[C:4](=[CH:5][CH:6]=[CH:7][CH:8]=2)[N:3]=1)[C:23]1[CH:28]=[CH:27][CH:26]=[CH:25][CH:24]=1, predict the reactants needed to synthesize it. The reactants are: Cl[C:2]1[N:11]=[C:10]([N:12]([C:14]2[CH:19]=[CH:18][C:17]([O:20][CH3:21])=[CH:16][CH:15]=2)[CH3:13])[C:9]2[C:4](=[CH:5][CH:6]=[CH:7][CH:8]=2)[N:3]=1.[CH2:22]([NH2:29])[C:23]1[CH:28]=[CH:27][CH:26]=[CH:25][CH:24]=1.C(N(CC)CC)C. (3) Given the product [N:18]1[CH:19]=[CH:20][CH:21]=[C:16]([N:5]2[CH2:6][C@@H:1]3[CH2:7][C@H:4]2[CH2:3][N:2]3[C:8]([O:10][C:11]([CH3:14])([CH3:13])[CH3:12])=[O:9])[CH:17]=1, predict the reactants needed to synthesize it. The reactants are: [C@H:1]12[CH2:7][C@H:4]([NH:5][CH2:6]1)[CH2:3][N:2]2[C:8]([O:10][C:11]([CH3:14])([CH3:13])[CH3:12])=[O:9].Br[C:16]1[CH:17]=[N:18][CH:19]=[CH:20][CH:21]=1. (4) Given the product [Cl:13][C:14]1[CH:20]=[CH:19][CH:18]=[CH:17][C:15]=1[NH:16][C:10]1[C:9]2[C:4](=[CH:5][CH:6]=[CH:7][CH:8]=2)[N:3]=[C:2]([N:23]2[C:22]([CH3:21])=[CH:26][C:25]([CH3:27])=[N:24]2)[N:11]=1, predict the reactants needed to synthesize it. The reactants are: Cl[C:2]1[N:11]=[C:10](Cl)[C:9]2[C:4](=[CH:5][CH:6]=[CH:7][CH:8]=2)[N:3]=1.[Cl:13][C:14]1[CH:20]=[CH:19][CH:18]=[CH:17][C:15]=1[NH2:16].[CH3:21][C:22]1[CH:26]=[C:25]([CH3:27])[NH:24][N:23]=1. (5) Given the product [C:1]([NH:5][C:6](=[O:27])[CH:7]([O:8][C:9]1[CH:10]=[C:11]2[C:16](=[CH:17][CH:18]=1)[N:15]=[CH:14][C:13]([C:19]#[CH:20])=[CH:12]2)[S:25][CH3:26])([CH3:4])([CH3:3])[CH3:2], predict the reactants needed to synthesize it. The reactants are: [C:1]([NH:5][C:6](=[O:27])[CH:7]([S:25][CH3:26])[O:8][C:9]1[CH:10]=[C:11]2[C:16](=[CH:17][CH:18]=1)[N:15]=[CH:14][C:13]([C:19]#[C:20][Si](C)(C)C)=[CH:12]2)([CH3:4])([CH3:3])[CH3:2].C(=O)([O-])[O-].[K+].[K+]. (6) Given the product [C:44]([O:26][C:24](=[O:25])[CH2:23][C@H:19]([NH:18][C:16]([O:15][CH2:14][CH:12]1[C:11]2[CH:10]=[CH:9][CH:8]=[CH:7][C:6]=2[C:5]2[C:13]1=[CH:1][CH:2]=[CH:3][CH:4]=2)=[O:17])[C:20]([NH:74][CH2:75][CH2:76][CH2:77][CH2:78][CH2:79][CH2:80][CH2:81][CH2:82][CH2:83][CH2:84][CH3:85])=[O:22])([CH3:43])([CH3:39])[CH3:54], predict the reactants needed to synthesize it. The reactants are: [CH:1]1[C:13]2[CH:12]([CH2:14][O:15][C:16]([NH:18][C@@H:19]([CH2:23][C:24]([OH:26])=[O:25])[C:20]([OH:22])=O)=[O:17])[C:11]3[C:6](=[CH:7][CH:8]=[CH:9][CH:10]=3)[C:5]=2[CH:4]=[CH:3][CH:2]=1.CN([P+](ON1N=NC2C=C[CH:43]=[CH:44][C:39]1=2)(N(C)C)N(C)C)C.F[P-](F)(F)(F)(F)F.[CH:54]1C=C2N=NN(O)C2=CC=1.O.C(N(CC)C(C)C)(C)C.[NH2:74][CH2:75][CH2:76][CH2:77][CH2:78][CH2:79][CH2:80][CH2:81][CH2:82][CH2:83][CH2:84][CH3:85].